This data is from Reaction yield outcomes from USPTO patents with 853,638 reactions. The task is: Predict the reaction yield, written as a fraction of the theoretical maximum amount of product (1.0 means a 100% yield; for example, 0.34 means a 34% yield). (1) The reactants are [N+:1]([C:4]1[N:9]=[CH:8][C:7]([O:10][CH:11]2[CH2:14][N:13]([C:15]([O:17][C:18]([CH3:21])([CH3:20])[CH3:19])=[O:16])[CH2:12]2)=[CH:6][CH:5]=1)([O-])=O.C(OCC)(=O)C. The catalyst is [Pt]=O.C(O)C. The product is [NH2:1][C:4]1[N:9]=[CH:8][C:7]([O:10][CH:11]2[CH2:14][N:13]([C:15]([O:17][C:18]([CH3:21])([CH3:20])[CH3:19])=[O:16])[CH2:12]2)=[CH:6][CH:5]=1. The yield is 1.00. (2) The reactants are [NH2:1][C:2]1[CH:3]=[CH:4][C:5]([F:19])=[C:6]([C@:8]2([CH3:18])[CH2:14][C:13]([CH3:16])([CH3:15])[O:12][CH2:11][C:10](=[S:17])[NH:9]2)[CH:7]=1.[F:20][CH:21]([F:32])[O:22][C:23]1[CH:24]=[CH:25][C:26]([C:29](O)=[O:30])=[N:27][CH:28]=1. No catalyst specified. The product is [F:19][C:5]1[CH:4]=[CH:3][C:2]([NH:1][C:29]([C:26]2[CH:25]=[CH:24][C:23]([O:22][CH:21]([F:32])[F:20])=[CH:28][N:27]=2)=[O:30])=[CH:7][C:6]=1[C@:8]1([CH3:18])[CH2:14][C:13]([CH3:16])([CH3:15])[O:12][CH2:11][C:10](=[S:17])[NH:9]1. The yield is 0.820. (3) The reactants are Cl[C:2]1[CH:7]=[CH:6][C:5]([C:8]#[N:9])=[CH:4][N:3]=1.[CH2:10]([NH2:13])[CH2:11][NH2:12]. The catalyst is C(#N)C. The product is [NH2:12][CH2:11][CH2:10][NH:13][C:2]1[N:3]=[CH:4][C:5]([C:8]#[N:9])=[CH:6][CH:7]=1. The yield is 0.780. (4) The reactants are [C:1]([C:5]1[CH:10]=[C:9]([C:11]2[O:12][CH:13]=[C:14]([CH2:16][CH2:17][N:18]([CH3:22])[CH2:19][C:20]#C)[N:15]=2)[CH:8]=[C:7]([C:23]([CH3:26])([CH3:25])[CH3:24])[C:6]=1[OH:27])([CH3:4])([CH3:3])[CH3:2].C[NH:29]CC#N.CNCC#C. No catalyst specified. The product is [C:23]([C:7]1[CH:8]=[C:9]([C:11]2[O:12][CH:13]=[C:14]([CH2:16][CH2:17][N:18]([CH2:19][C:20]#[N:29])[CH3:22])[N:15]=2)[CH:10]=[C:5]([C:1]([CH3:3])([CH3:2])[CH3:4])[C:6]=1[OH:27])([CH3:26])([CH3:24])[CH3:25]. The yield is 0.360. (5) The reactants are [H-].[Na+].[Cl:3][C:4]1[CH:5]=[C:6]([CH2:19][C:20]([O:22][CH3:23])=[O:21])[CH:7]=[CH:8][C:9]=1[B:10]1[O:14][C:13]([CH3:16])([CH3:15])[C:12]([CH3:18])([CH3:17])[O:11]1.[Br:24][CH2:25][CH2:26][CH2:27]Br. The catalyst is CN(C=O)C. The product is [Br:24][CH2:25][CH2:26][CH2:27][CH:19]([C:6]1[CH:7]=[CH:8][C:9]([B:10]2[O:14][C:13]([CH3:15])([CH3:16])[C:12]([CH3:17])([CH3:18])[O:11]2)=[C:4]([Cl:3])[CH:5]=1)[C:20]([O:22][CH3:23])=[O:21]. The yield is 0.241. (6) The reactants are C([O:8][C:9]1[CH:14]=[CH:13][C:12]([C@@H:15]([OH:39])[CH2:16][NH:17][C@@H:18]([CH2:21][C:22]2[CH:27]=[CH:26][C:25]([O:28][C:29]3[C:38]4[C:33](=[CH:34][CH:35]=[CH:36][CH:37]=4)[N:32]=[CH:31][CH:30]=3)=[CH:24][CH:23]=2)[CH2:19][OH:20])=[CH:11][C:10]=1[NH:40][S:41]([CH3:44])(=[O:43])=[O:42])C1C=CC=CC=1. The catalyst is [Pd].CO. The product is [OH:8][C:9]1[CH:14]=[CH:13][C:12]([C@@H:15]([OH:39])[CH2:16][NH:17][C@@H:18]([CH2:21][C:22]2[CH:23]=[CH:24][C:25]([O:28][C:29]3[C:38]4[C:33](=[CH:34][CH:35]=[CH:36][CH:37]=4)[N:32]=[CH:31][CH:30]=3)=[CH:26][CH:27]=2)[CH2:19][OH:20])=[CH:11][C:10]=1[NH:40][S:41]([CH3:44])(=[O:43])=[O:42]. The yield is 0.970. (7) The reactants are [NH2:1][OH:2].O.[CH3:4][C:5]1[O:9][C:8]([S:10](Cl)(=[O:12])=[O:11])=[CH:7][CH:6]=1.CCCCCC. The catalyst is C1COCC1.C(OCC)(=O)C. The product is [OH:2][NH:1][S:10]([C:8]1[O:9][C:5]([CH3:4])=[CH:6][CH:7]=1)(=[O:12])=[O:11]. The yield is 0.610.